From a dataset of Retrosynthesis with 50K atom-mapped reactions and 10 reaction types from USPTO. Predict the reactants needed to synthesize the given product. (1) The reactants are: CC(C)C[C@H]1CN[C@@H](CC(C)C)C(=O)N1.O=C(O)[C@@H]1C[C@H]1c1ccc(F)cc1F. Given the product CC(C)C[C@H]1CN(C(=O)[C@@H]2C[C@H]2c2ccc(F)cc2F)[C@@H](CC(C)C)C(=O)N1, predict the reactants needed to synthesize it. (2) Given the product CC(=O)OCc1c(-c2cc(Nc3cc4n(n3)CCOC4)c(=O)n(C)c2)cccc1N1CCn2c(cc3c2CCCC3)C1=O, predict the reactants needed to synthesize it. The reactants are: CC(=O)OCc1c(B2OC(C)(C)C(C)(C)O2)cccc1N1CCn2c(cc3c2CCCC3)C1=O.Cn1cc(Br)cc(Nc2cc3n(n2)CCOC3)c1=O. (3) Given the product O=C(CCl)NCCc1ccccc1, predict the reactants needed to synthesize it. The reactants are: NCCc1ccccc1.O=C(Cl)CCl.